Task: Predict which catalyst facilitates the given reaction.. Dataset: Catalyst prediction with 721,799 reactions and 888 catalyst types from USPTO (1) Reactant: [C:1]([O:5][C:6]([N:8]1[CH2:12][CH:11]([OH:13])[CH2:10][N:9]1[C:14]([O:16][CH2:17][C:18]1[CH:23]=[CH:22][CH:21]=[CH:20][CH:19]=1)=[O:15])=[O:7])([CH3:4])([CH3:3])[CH3:2].[CH3:24][C:25]([CH3:30])([CH3:29])[C:26](Cl)=[O:27].ClCCl. Product: [C:1]([O:5][C:6]([N:8]1[CH2:12][CH:11]([O:13][C:26](=[O:27])[C:25]([CH3:30])([CH3:29])[CH3:24])[CH2:10][N:9]1[C:14]([O:16][CH2:17][C:18]1[CH:23]=[CH:22][CH:21]=[CH:20][CH:19]=1)=[O:15])=[O:7])([CH3:4])([CH3:2])[CH3:3]. The catalyst class is: 537. (2) Reactant: [F:1][C:2]1[CH:10]=[C:9]2[C:5]([C:6]([C:11]3[CH:35]=[CH:34][C:14]4[N:15]=[C:16]([CH2:18][CH2:19][N:20]5[CH2:33][C:22]6([CH2:25][N:24](C(OC(C)(C)C)=O)[CH2:23]6)[CH2:21]5)[O:17][C:13]=4[CH:12]=3)=[CH:7][NH:8]2)=[CH:4][CH:3]=1.C(O)(C(F)(F)F)=O. Product: [CH2:21]1[C:22]2([CH2:23][NH:24][CH2:25]2)[CH2:33][N:20]1[CH2:19][CH2:18][C:16]1[O:17][C:13]2[CH:12]=[C:11]([C:6]3[C:5]4[C:9](=[CH:10][C:2]([F:1])=[CH:3][CH:4]=4)[NH:8][CH:7]=3)[CH:35]=[CH:34][C:14]=2[N:15]=1. The catalyst class is: 2. (3) Reactant: CO.[Br:3][C:4]1[CH:5]=[C:6]([Cl:13])[C:7]([Cl:12])=[C:8]([CH:11]=1)[CH:9]=[O:10].[BH4-].[Na+]. Product: [Br:3][C:4]1[CH:5]=[C:6]([Cl:13])[C:7]([Cl:12])=[C:8]([CH2:9][OH:10])[CH:11]=1. The catalyst class is: 1. (4) Reactant: [F:1][C:2]1([F:33])[O:6][C:5]2[CH:7]=[CH:8][C:9]([C:11]3([C:14]([NH:16][C:17]4[N:22]=[C:21]([C:23]5[CH:24]=[C:25]([CH:29]=[CH:30][CH:31]=5)[C:26](O)=[O:27])[C:20]([CH3:32])=[CH:19][CH:18]=4)=[O:15])[CH2:13][CH2:12]3)=[CH:10][C:4]=2[O:3]1.[CH3:34][S:35]([NH2:38])(=[O:37])=[O:36].C(N(CC)CC)C. Product: [F:33][C:2]1([F:1])[O:6][C:5]2[CH:7]=[CH:8][C:9]([C:11]3([C:14]([NH:16][C:17]4[N:22]=[C:21]([C:23]5[CH:24]=[C:25]([CH:29]=[CH:30][CH:31]=5)[C:26]([NH:38][S:35]([CH3:34])(=[O:37])=[O:36])=[O:27])[C:20]([CH3:32])=[CH:19][CH:18]=4)=[O:15])[CH2:13][CH2:12]3)=[CH:10][C:4]=2[O:3]1. The catalyst class is: 4. (5) Reactant: [Cl:1][C:2]1[CH:3]=[C:4]([C@@H:12]([CH2:16][CH:17]2[CH2:20][C:19](=[O:21])[CH2:18]2)[C:13](O)=[O:14])[CH:5]=[CH:6][C:7]=1[S:8]([CH3:11])(=[O:10])=[O:9].C(Cl)(=O)C([Cl:25])=O. Product: [Cl:1][C:2]1[CH:3]=[C:4]([CH:12]([CH2:16][CH:17]2[CH2:20][C:19](=[O:21])[CH2:18]2)[C:13]([Cl:25])=[O:14])[CH:5]=[CH:6][C:7]=1[S:8]([CH3:11])(=[O:10])=[O:9]. The catalyst class is: 2. (6) Reactant: [F:1][C:2]1[CH:12]=[C:11]([I:13])[CH:10]=[CH:9][C:3]=1[C:4]([N:6]=[C:7]=[O:8])=[O:5].[Cl:14][C:15]1[CH:20]=[CH:19][C:18]([CH2:21][NH:22][C:23]([CH:25]2[CH2:27][CH2:26]2)=[O:24])=[CH:17][C:16]=1[NH:28][NH:29][C:30]([O:32][C:33]([CH3:36])([CH3:35])[CH3:34])=[O:31]. Product: [Cl:14][C:15]1[CH:20]=[CH:19][C:18]([CH2:21][NH:22][C:23]([CH:25]2[CH2:27][CH2:26]2)=[O:24])=[CH:17][C:16]=1[N:28]([C:7](=[O:8])[NH:6][C:4](=[O:5])[C:3]1[CH:9]=[CH:10][C:11]([I:13])=[CH:12][C:2]=1[F:1])[NH:29][C:30]([O:32][C:33]([CH3:36])([CH3:35])[CH3:34])=[O:31]. The catalyst class is: 2. (7) Reactant: [CH2:1]([O:8][CH2:9][C@H:10]([NH:25][OH:26])[CH2:11][S:12]([CH2:15][C:16]1[CH:24]=[CH:23][C:19]2[S:20][CH:21]=[CH:22][C:18]=2[CH:17]=1)(=[O:14])=[O:13])[C:2]1[CH:7]=[CH:6][CH:5]=[CH:4][CH:3]=1.S1C=CC2C=C(CS(C[C@@H](NCC#N)[CH2:42][O:43]CC3C=CC=CC=3)(=O)=O)C=CC1=2.C1C=C(Cl)C=C(C(OO)=O)C=1.S([O-])([O-])(=O)=S.[Na+].[Na+]. Product: [CH2:1]([O:8][CH2:9][C@H:10]([N:25]([OH:26])[CH:42]=[O:43])[CH2:11][S:12]([CH2:15][C:16]1[CH:24]=[CH:23][C:19]2[S:20][CH:21]=[CH:22][C:18]=2[CH:17]=1)(=[O:14])=[O:13])[C:2]1[CH:3]=[CH:4][CH:5]=[CH:6][CH:7]=1. The catalyst class is: 662. (8) Reactant: [CH:1]([C:3]1[CH:21]=[CH:20][C:6]([O:7][C:8]2[CH:17]=[CH:16][CH:15]=[C:14]([O:18][CH3:19])[C:9]=2[C:10]([O:12][CH3:13])=[O:11])=[CH:5][CH:4]=1)=[O:2].O[CH2:23][C:24]1[CH:29]=[CH:28][C:27]([C:30]2[S:34](=[O:36])(=[O:35])[NH:33][C:32](=[O:37])[CH:31]=2)=[CH:26][CH:25]=1.C([SiH](CC)CC)C. Product: [O:35]=[S:34]1(=[O:36])[C:30]([C:27]2[CH:28]=[CH:29][C:24]([CH2:23][O:2][CH2:1][C:3]3[CH:21]=[CH:20][C:6]([O:7][C:8]4[CH:17]=[CH:16][CH:15]=[C:14]([O:18][CH3:19])[C:9]=4[C:10]([O:12][CH3:13])=[O:11])=[CH:5][CH:4]=3)=[CH:25][CH:26]=2)=[CH:31][C:32](=[O:37])[NH:33]1. The catalyst class is: 89.